From a dataset of Reaction yield outcomes from USPTO patents with 853,638 reactions. Predict the reaction yield, written as a fraction of the theoretical maximum amount of product (1.0 means a 100% yield; for example, 0.34 means a 34% yield). (1) The reactants are [CH3:1][O:2][C:3]1[CH:4]=[C:5]2[C:10](=[CH:11][C:12]=1[O:13][CH3:14])[N:9]=[CH:8][N:7]=[C:6]2[O:15][C:16]1[CH:22]=[CH:21][C:19]([NH2:20])=[C:18]([O:23][CH3:24])[CH:17]=1.C(N(CC)CC)C.ClC(Cl)(O[C:36](=[O:42])OC(Cl)(Cl)Cl)Cl.[CH:44]([N:47]([CH:51]([CH3:53])[CH3:52])[CH2:48][CH2:49][NH2:50])([CH3:46])[CH3:45]. The catalyst is C(Cl)(Cl)Cl.O. The product is [CH:44]([N:47]([CH:51]([CH3:53])[CH3:52])[CH2:48][CH2:49][NH:50][C:36]([NH:20][C:19]1[CH:21]=[CH:22][C:16]([O:15][C:6]2[C:5]3[C:10](=[CH:11][C:12]([O:13][CH3:14])=[C:3]([O:2][CH3:1])[CH:4]=3)[N:9]=[CH:8][N:7]=2)=[CH:17][C:18]=1[O:23][CH3:24])=[O:42])([CH3:46])[CH3:45]. The yield is 0.320. (2) The reactants are [I:1][C:2]1[C:10]2[C:5](=[N:6][CH:7]=[CH:8][CH:9]=2)[NH:4][CH:3]=1.[H-].[Na+].[CH:13]([Si:16](Cl)([CH:20]([CH3:22])[CH3:21])[CH:17]([CH3:19])[CH3:18])([CH3:15])[CH3:14].O. The catalyst is CN(C)C=O. The product is [I:1][C:2]1[C:10]2[C:5](=[N:6][CH:7]=[CH:8][CH:9]=2)[N:4]([Si:16]([CH:20]([CH3:22])[CH3:21])([CH:17]([CH3:19])[CH3:18])[CH:13]([CH3:15])[CH3:14])[CH:3]=1. The yield is 0.982.